This data is from Forward reaction prediction with 1.9M reactions from USPTO patents (1976-2016). The task is: Predict the product of the given reaction. (1) Given the reactants [Cl:1][C:2]1[CH:3]=[C:4]([CH:13]=[CH:14][C:15]=1[N+:16]([O-])=O)[O:5][CH2:6][CH2:7][N:8]([CH2:11][CH3:12])[CH2:9][CH3:10].ClCCl.CO, predict the reaction product. The product is: [Cl:1][C:2]1[CH:3]=[C:4]([CH:13]=[CH:14][C:15]=1[NH2:16])[O:5][CH2:6][CH2:7][N:8]([CH2:9][CH3:10])[CH2:11][CH3:12]. (2) Given the reactants [NH:1]1[CH:5]=[CH:4][N:3]=[C:2]1[CH:6]=O.Cl.[CH3:9][O:10][CH:11]1[CH2:14][NH:13][CH2:12]1, predict the reaction product. The product is: [CH3:9][O:10][CH:11]1[CH2:14][N:13]([CH2:6][C:2]2[NH:1][CH:5]=[CH:4][N:3]=2)[CH2:12]1. (3) Given the reactants C(N(CC)CC)C.[OH:8][CH:9]1[CH2:14][CH2:13][S:12](=[O:16])(=[O:15])[CH2:11][CH2:10]1.[CH3:17][S:18](Cl)(=[O:20])=[O:19], predict the reaction product. The product is: [CH3:17][S:18]([O:8][CH:9]1[CH2:14][CH2:13][S:12](=[O:16])(=[O:15])[CH2:11][CH2:10]1)(=[O:20])=[O:19]. (4) Given the reactants C([O:3][C:4]([CH:6]1[CH2:11][CH2:10][N:9]([CH3:12])[CH2:8][CH2:7]1)=[O:5])C.[ClH:13], predict the reaction product. The product is: [ClH:13].[CH3:12][N:9]1[CH2:10][CH2:11][CH:6]([C:4]([OH:5])=[O:3])[CH2:7][CH2:8]1. (5) Given the reactants [CH3:1][O:2][C:3]1[CH:4]=[C:5]2[C:10](=[C:11]([N+:13]([O-])=O)[CH:12]=1)[N:9]=[CH:8][CH:7]=[CH:6]2, predict the reaction product. The product is: [CH3:1][O:2][C:3]1[CH:4]=[C:5]2[C:10](=[C:11]([NH2:13])[CH:12]=1)[N:9]=[CH:8][CH:7]=[CH:6]2. (6) Given the reactants [CH2:1]([N:8]1[CH2:13][CH2:12]C(=C)[CH2:10][CH2:9]1)[C:2]1[CH:7]=[CH:6][CH:5]=[CH:4][CH:3]=1.CC[C@H]1[C@H]2C[C@H]([C@H](OC3C4C(=CC=CC=4)C(O[C@H](C4C=CN=C5C=4C=C(OC)C=C5)[C@@H]4N5C[C@H](CC)[C@@H](CC5)C4)=NN=3)C3C=CN=C4C=3C=C([O:36]C)C=C4)N(CC2)C1.CCO[C:76]([CH3:78])=[O:77].CO.N, predict the reaction product. The product is: [CH2:1]([N:8]1[CH2:13][CH2:12][C:78]([CH2:76][OH:77])([OH:36])[CH2:10][CH2:9]1)[C:2]1[CH:7]=[CH:6][CH:5]=[CH:4][CH:3]=1.